This data is from Reaction yield outcomes from USPTO patents with 853,638 reactions. The task is: Predict the reaction yield, written as a fraction of the theoretical maximum amount of product (1.0 means a 100% yield; for example, 0.34 means a 34% yield). (1) The reactants are [CH3:1][O:2][C:3]1[CH:4]=[C:5]([CH:8]=[CH:9][CH:10]=1)[CH2:6][OH:7].[Li]CCCC.[CH2:16]([Sn:20](Cl)([CH2:25][CH2:26][CH2:27][CH3:28])[CH2:21][CH2:22][CH2:23][CH3:24])[CH2:17][CH2:18][CH3:19].[NH4+].[Cl-]. The product is [CH3:1][O:2][C:3]1[C:4]([Sn:20]([CH2:21][CH2:22][CH2:23][CH3:24])([CH2:25][CH2:26][CH2:27][CH3:28])[CH2:16][CH2:17][CH2:18][CH3:19])=[C:5]([CH:8]=[CH:9][CH:10]=1)[CH2:6][OH:7]. The catalyst is C1C=CC=CC=1. The yield is 0.780. (2) The reactants are [H-].[Na+].P(=O)([O-])O[C:5]([CH2:17][CH3:18])(CC)[C:6]1[CH:11]=[CH:10][C:9]([F:12])=[CH:8][C:7]=1[C:13]#[N:14].[F:21][C:22]1[CH:29]=[CH:28]C(C=O)=[CH:24][CH:23]=1.[Na+].[Cl-]. The catalyst is CN(C=O)C.O. The product is [F:21][C:22]1[CH:29]=[CH:28][C:18]([CH:17]=[CH:5][C:6]2[CH:11]=[CH:10][C:9]([F:12])=[CH:8][C:7]=2[C:13]#[N:14])=[CH:24][CH:23]=1. The yield is 0.232.